From a dataset of NCI-60 drug combinations with 297,098 pairs across 59 cell lines. Regression. Given two drug SMILES strings and cell line genomic features, predict the synergy score measuring deviation from expected non-interaction effect. (1) Drug 1: C1CC(C1)(C2=CC=C(C=C2)C3=C(C=C4C(=N3)C=CN5C4=NNC5=O)C6=CC=CC=C6)N. Drug 2: CCC1=C2CN3C(=CC4=C(C3=O)COC(=O)C4(CC)O)C2=NC5=C1C=C(C=C5)O. Cell line: NCI-H460. Synergy scores: CSS=49.0, Synergy_ZIP=4.42, Synergy_Bliss=8.32, Synergy_Loewe=13.8, Synergy_HSA=15.1. (2) Synergy scores: CSS=42.9, Synergy_ZIP=1.43, Synergy_Bliss=2.95, Synergy_Loewe=-5.98, Synergy_HSA=4.59. Drug 2: CC1C(C(CC(O1)OC2CC(CC3=C2C(=C4C(=C3O)C(=O)C5=C(C4=O)C(=CC=C5)OC)O)(C(=O)CO)O)N)O.Cl. Cell line: CCRF-CEM. Drug 1: CNC(=O)C1=CC=CC=C1SC2=CC3=C(C=C2)C(=NN3)C=CC4=CC=CC=N4. (3) Drug 1: CC12CCC(CC1=CCC3C2CCC4(C3CC=C4C5=CN=CC=C5)C)O. Drug 2: CC1=C(C=C(C=C1)NC2=NC=CC(=N2)N(C)C3=CC4=NN(C(=C4C=C3)C)C)S(=O)(=O)N.Cl. Cell line: SR. Synergy scores: CSS=22.6, Synergy_ZIP=-5.97, Synergy_Bliss=-0.679, Synergy_Loewe=0.683, Synergy_HSA=0.291. (4) Drug 2: C1C(C(OC1N2C=NC(=NC2=O)N)CO)O. Cell line: SK-MEL-2. Synergy scores: CSS=54.2, Synergy_ZIP=-3.59, Synergy_Bliss=0.529, Synergy_Loewe=1.79, Synergy_HSA=2.09. Drug 1: CC12CCC3C(C1CCC2=O)CC(=C)C4=CC(=O)C=CC34C. (5) Drug 1: CC1C(C(CC(O1)OC2CC(CC3=C2C(=C4C(=C3O)C(=O)C5=C(C4=O)C(=CC=C5)OC)O)(C(=O)C)O)N)O.Cl. Drug 2: C1C(C(OC1N2C=C(C(=O)NC2=O)F)CO)O. Cell line: SK-MEL-28. Synergy scores: CSS=11.7, Synergy_ZIP=-11.1, Synergy_Bliss=-11.4, Synergy_Loewe=-14.3, Synergy_HSA=-9.38.